From a dataset of Reaction yield outcomes from USPTO patents with 853,638 reactions. Predict the reaction yield, written as a fraction of the theoretical maximum amount of product (1.0 means a 100% yield; for example, 0.34 means a 34% yield). (1) The reactants are [CH2:1]([C:5](O)([CH2:13][CH2:14][CH2:15][CH3:16])[C:6]1[CH:11]=[CH:10][C:9]([F:12])=[CH:8][CH:7]=1)[CH2:2][CH2:3][CH3:4].[Br-].[Br:19][P+](C1C=CC=CC=1)(C1C=CC=CC=1)C1C=CC=CC=1.S([O-])([O-])=O.[Na+].[Na+].C(OCC)(=O)C. The catalyst is CN(C=O)C. The product is [CH2:1]([C:5]([Br:19])([CH2:13][CH2:14][CH2:15][CH3:16])[C:6]1[CH:11]=[CH:10][C:9]([F:12])=[CH:8][CH:7]=1)[CH2:2][CH2:3][CH3:4]. The yield is 0.980. (2) The reactants are [Si:1]([O:8][C@@H:9]([C@H:16]1[CH2:20][O:19][C:18]([CH3:22])([CH3:21])[N:17]1[C:23]([O:25][C:26]([CH3:29])([CH3:28])[CH3:27])=[O:24])[C@@H:10]([CH:13]1[CH2:15][CH2:14]1)[CH2:11]O)([C:4]([CH3:7])([CH3:6])[CH3:5])([CH3:3])[CH3:2].C1(P(C2C=CC=CC=2)C2C=CC=CC=2)C=CC=CC=1.CC(OC(/N=N/C(OC(C)C)=O)=O)C.C1C=CC(OP(OC2C=CC=CC=2)([N:72]=[N+:73]=[N-:74])=O)=CC=1. The catalyst is C1COCC1. The product is [N:72]([CH2:11][C@H:10]([CH:13]1[CH2:15][CH2:14]1)[C@H:9]([C@H:16]1[CH2:20][O:19][C:18]([CH3:22])([CH3:21])[N:17]1[C:23]([O:25][C:26]([CH3:29])([CH3:28])[CH3:27])=[O:24])[O:8][Si:1]([C:4]([CH3:7])([CH3:6])[CH3:5])([CH3:3])[CH3:2])=[N+:73]=[N-:74]. The yield is 0.860. (3) The reactants are C([N:8]1[CH2:13][CH2:12][N:11]([C:14]([O:16][C:17]([CH3:20])([CH3:19])[CH3:18])=[O:15])[C@H:10]([CH:21]([CH3:23])[CH3:22])[C:9]1=[O:24])C1C=CC=CC=1. The catalyst is C1COCC1. The product is [CH:21]([CH:10]1[C:9](=[O:24])[NH:8][CH2:13][CH2:12][N:11]1[C:14]([O:16][C:17]([CH3:19])([CH3:18])[CH3:20])=[O:15])([CH3:23])[CH3:22]. The yield is 0.590. (4) The reactants are [NH:1]1[CH:5]=[C:4]([C:6]2[C:7]([C:12]3[CH:17]=[CH:16][CH:15]=[CH:14][CH:13]=3)=[N:8][O:9][C:10]=2[CH3:11])[N:3]=[CH:2]1.[CH2:18]([O:20][C:21](=[O:29])[C:22]1[CH:27]=[CH:26][C:25](F)=[CH:24][CH:23]=1)[CH3:19]. No catalyst specified. The product is [CH2:18]([O:20][C:21](=[O:29])[C:22]1[CH:27]=[CH:26][C:25]([N:1]2[CH:5]=[C:4]([C:6]3[C:7]([C:12]4[CH:13]=[CH:14][CH:15]=[CH:16][CH:17]=4)=[N:8][O:9][C:10]=3[CH3:11])[N:3]=[CH:2]2)=[CH:24][CH:23]=1)[CH3:19]. The yield is 0.720.